From a dataset of Forward reaction prediction with 1.9M reactions from USPTO patents (1976-2016). Predict the product of the given reaction. (1) The product is: [O:19]1[CH2:20][CH2:21][N:16]([C:4]2[C:5]3[S:10][CH:9]=[C:8]([C:11]4[S:12][CH:13]=[CH:14][CH:15]=4)[C:6]=3[N:7]=[C:2]([C:30]3[CH:31]=[N:32][C:33]([NH2:36])=[N:34][CH:35]=3)[N:3]=2)[CH2:17][CH2:18]1. Given the reactants Cl[C:2]1[N:3]=[C:4]([N:16]2[CH2:21][CH2:20][O:19][CH2:18][CH2:17]2)[C:5]2[S:10][CH:9]=[C:8]([C:11]3[S:12][CH:13]=[CH:14][CH:15]=3)[C:6]=2[N:7]=1.CC1(C)C(C)(C)OB([C:30]2[CH:31]=[N:32][C:33]([NH2:36])=[N:34][CH:35]=2)O1, predict the reaction product. (2) Given the reactants [Cl:1][C:2]1[CH:3]=[C:4]([NH2:19])[CH:5]=[N:6][C:7]=1[O:8][C:9]1[N:10]=[CH:11][C:12]2[C:17]([CH:18]=1)=[CH:16][CH:15]=[CH:14][CH:13]=2.[F:20][C:21]1[CH:26]=[CH:25][C:24]([S:27](Cl)(=[O:29])=[O:28])=[CH:23][CH:22]=1, predict the reaction product. The product is: [Cl:1][C:2]1[CH:3]=[C:4]([NH:19][S:27]([C:24]2[CH:25]=[CH:26][C:21]([F:20])=[CH:22][CH:23]=2)(=[O:29])=[O:28])[CH:5]=[N:6][C:7]=1[O:8][C:9]1[N:10]=[CH:11][C:12]2[C:17]([CH:18]=1)=[CH:16][CH:15]=[CH:14][CH:13]=2. (3) Given the reactants O1C2(C[CH2:9][CH:8]([N:11]3[C:16](=[O:17])[C:15]([CH2:18][C:19]4[CH:24]=[CH:23][C:22]([C:25]5[C:26]([C:32]#[N:33])=[CH:27][C:28]([F:31])=[CH:29][CH:30]=5)=[CH:21][CH:20]=4)=[C:14]([CH2:34][CH2:35][CH3:36])[N:13]4[N:37]=[C:38]([CH3:40])[N:39]=[C:12]34)[CH2:7][CH2:6]2)OCC1.Cl.O1CC[CH2:44][CH2:43]1.[C:47]([O:50][CH2:51][CH3:52])(=[O:49])[CH3:48], predict the reaction product. The product is: [CH3:52][CH:51]1[CH:43]([CH3:44])[O:49][C:47]2([CH2:6][CH2:7][CH:8]([N:11]3[C:16](=[O:17])[C:15]([CH2:18][C:19]4[CH:20]=[CH:21][C:22]([C:25]5[C:26]([C:32]#[N:33])=[CH:27][C:28]([F:31])=[CH:29][CH:30]=5)=[CH:23][CH:24]=4)=[C:14]([CH2:34][CH2:35][CH3:36])[N:13]4[N:37]=[C:38]([CH3:40])[N:39]=[C:12]34)[CH2:9][CH2:48]2)[O:50]1. (4) The product is: [CH:1]1([C:5]2[C:6]([CH2:14][NH:15][C:29]([NH:28][C:25]3[N:24]([C:38]4[CH:39]=[CH:40][CH:41]=[CH:42][CH:43]=4)[N:23]=[C:22]([C:20]4[CH:19]=[N:18][N:17]([CH3:16])[CH:21]=4)[C:26]=3[CH3:27])=[O:30])=[CH:7][C:8]([CH2:11][O:12][CH3:13])=[N:9][CH:10]=2)[CH2:2][CH2:3][CH2:4]1. Given the reactants [CH:1]1([C:5]2[C:6]([CH2:14][NH2:15])=[CH:7][C:8]([CH2:11][O:12][CH3:13])=[N:9][CH:10]=2)[CH2:4][CH2:3][CH2:2]1.[CH3:16][N:17]1[CH:21]=[C:20]([C:22]2[C:26]([CH3:27])=[C:25]([NH:28][C:29](=O)[O:30]C3C=CC=CC=3)[N:24]([C:38]3[CH:43]=[CH:42][CH:41]=[CH:40][CH:39]=3)[N:23]=2)[CH:19]=[N:18]1, predict the reaction product. (5) Given the reactants [CH2:1]([CH:3]([C:16](=O)[CH3:17])[C:4]([NH:6][CH2:7][CH2:8][C:9]1[CH:14]=[CH:13][CH:12]=[C:11]([F:15])[CH:10]=1)=[O:5])[CH3:2].[NH3:19].[Al+3].[Cl-].[Cl-].[Cl-], predict the reaction product. The product is: [NH2:19]/[C:16](/[CH3:17])=[C:3](/[CH2:1][CH3:2])\[C:4]([NH:6][CH2:7][CH2:8][C:9]1[CH:14]=[CH:13][CH:12]=[C:11]([F:15])[CH:10]=1)=[O:5]. (6) Given the reactants [NH:1]([CH2:3][CH2:4][OH:5])[NH2:2].C(O[CH:9]=[C:10]([C:13]#[N:14])[C:11]#[N:12])C, predict the reaction product. The product is: [NH2:14][C:13]1[N:1]([CH2:3][CH2:4][OH:5])[N:2]=[CH:9][C:10]=1[C:11]#[N:12]. (7) Given the reactants C(=O)([O-])[O-].[Cs+].[Cs+].C1(C2C3C(=CC=CC=3)C=CC=2)C2C(=CC=CC=2)C=CC=1P(C(C)(C)C)C(C)(C)C.[CH2:36]([OH:43])[C:37]1[CH:42]=[CH:41][CH:40]=[CH:39][CH:38]=1.[C:44]([C:48]1[N:53]=[N:52][C:51]([O:54][CH3:55])=[C:50](I)[CH:49]=1)([CH3:47])([CH3:46])[CH3:45], predict the reaction product. The product is: [CH2:36]([O:43][C:50]1[CH:49]=[C:48]([C:44]([CH3:45])([CH3:47])[CH3:46])[N:53]=[N:52][C:51]=1[O:54][CH3:55])[C:37]1[CH:42]=[CH:41][CH:40]=[CH:39][CH:38]=1.